Dataset: Experimentally validated miRNA-target interactions with 360,000+ pairs, plus equal number of negative samples. Task: Binary Classification. Given a miRNA mature sequence and a target amino acid sequence, predict their likelihood of interaction. (1) The miRNA is mmu-miR-3473d with sequence CCACUGAGCCACUUUCCAGCCCUU. The protein sequence of the target gene is MASWWRAFPQAARRYPWPTNVLLYAGLFSAGDALQQRLRGGPADWRQTRRVATLAVTFHGNFNYVWLRLLERALPGRAPRTVLAKVLCDQTVGGPIALSAFYVGMSVLQGKDDIFLDLKQKFWNTYKSGLMYWPFVQLTNFSLVPVHWRTAYTGLCAFLWATFLCFSQQSGDGTLQSIFIFLRRKEASDKSPEK. Result: 1 (interaction). (2) The miRNA is hsa-miR-6783-5p with sequence UAGGGGAAAAGUCCUGAUCCGG. The protein sequence of the target gene is MAASMCDVFSFCVGVAGRARVSVEVRFVSSAKGKGLFATQLIRKGETIFVERPLVAAQFLWNALYRYRACDHCLRALEKAEENAQRLTGKPGQVLPHPELCTVRKDLHQNCPHCQVMYCSAECRLAATEQYHQVLCPGPSQDDPLHPLNKLQEAWRSIHYPPETASIMLMARMVATVKQAKDKDRWIRLFSQFCNKTANEEEEIVHKLLGDKFKGQLELLRRLFTEALYEEAVSQWFTPDGFRSLFALVGTNGQGIGTSSLSQWVHACDTLELKPQDREQLDAFIDQLYKDIEAATGEFL.... Result: 1 (interaction). (3) The miRNA is dme-miR-iab-4-5p with sequence ACGUAUACUGAAUGUAUCCUGA. The protein sequence of the target gene is MPEPAKSAPAPKKGSKKAVTKAQKKDGKKRKRSRKESYSVYVYKVLKQVHPDTGISSKAMGIMNSFVNDIFERIAGEASRLAHYNKRSTITSREIQTAVRLLLPGELAKHAVSEGTKAVTKYTSAK. Result: 0 (no interaction).